From a dataset of Full USPTO retrosynthesis dataset with 1.9M reactions from patents (1976-2016). Predict the reactants needed to synthesize the given product. (1) Given the product [CH:20]1([C:2]2[CH:7]=[C:6]([CH:8]=[O:9])[C:5]([O:10][CH3:11])=[CH:4][C:3]=2[C:12]2[CH:17]=[CH:16][C:15]([F:18])=[CH:14][C:13]=2[F:19])[CH2:22][CH2:21]1, predict the reactants needed to synthesize it. The reactants are: Br[C:2]1[CH:7]=[C:6]([CH:8]=[O:9])[C:5]([O:10][CH3:11])=[CH:4][C:3]=1[C:12]1[CH:17]=[CH:16][C:15]([F:18])=[CH:14][C:13]=1[F:19].[CH:20]1(B(O)O)[CH2:22][CH2:21]1.C1(P(C2CCCCC2)C2C=CC=CC=2C2C(OC)=CC=CC=2OC)CCCCC1.C(=O)([O-])[O-].[Na+].[Na+]. (2) Given the product [CH3:17][O:16][CH2:15][CH2:14][O:13][C:4]1[CH:3]=[C:2]([B:18]2[O:22][C:21]([CH3:24])([CH3:23])[C:20]([CH3:26])([CH3:25])[O:19]2)[CH:7]=[CH:6][C:5]=1[O:8][CH2:9][CH2:10][O:11][CH3:12], predict the reactants needed to synthesize it. The reactants are: Br[C:2]1[CH:7]=[CH:6][C:5]([O:8][CH2:9][CH2:10][O:11][CH3:12])=[C:4]([O:13][CH2:14][CH2:15][O:16][CH3:17])[CH:3]=1.[B:18]1([B:18]2[O:22][C:21]([CH3:24])([CH3:23])[C:20]([CH3:26])([CH3:25])[O:19]2)[O:22][C:21]([CH3:24])([CH3:23])[C:20]([CH3:26])([CH3:25])[O:19]1.C([O-])(=O)C.[K+]. (3) Given the product [CH3:18][C:14]1([CH3:19])[CH2:13][NH:12][C:11](=[O:20])[C:10]2[S:9][C:8]([C:6]3[CH:5]=[CH:4][N:3]=[C:2]([NH:21][C:22]4[CH:23]=[CH:24][C:25]([C:26]([NH:28][CH3:29])=[O:27])=[CH:30][CH:31]=4)[CH:7]=3)=[N:17][C:16]=2[CH2:15]1, predict the reactants needed to synthesize it. The reactants are: Cl[C:2]1[CH:7]=[C:6]([C:8]2[S:9][C:10]3[C:11](=[O:20])[NH:12][CH2:13][C:14]([CH3:19])([CH3:18])[CH2:15][C:16]=3[N:17]=2)[CH:5]=[CH:4][N:3]=1.[NH2:21][C:22]1[CH:31]=[CH:30][C:25]([C:26]([NH:28][CH3:29])=[O:27])=[CH:24][CH:23]=1.CC([O-])(C)C.[Na+].C1(C2C=CC=CC=2)C=CC=CC=1.C(P(C(C)(C)C)C1C=CC=CC=1C1C=CC=CC=1)(C)(C)C. (4) Given the product [CH3:1][S:2]([OH:5])(=[O:4])=[O:3].[CH:6]1([NH:9][C:10](=[O:35])[C:11]2[CH:16]=[CH:15][C:14]([CH3:17])=[C:13]([N:18]3[C:27](=[O:28])[C:26]4[C:21](=[CH:22][CH:23]=[C:24]([CH2:29][CH2:30][CH2:31][N:32]([CH3:33])[CH3:34])[CH:25]=4)[N:20]=[CH:19]3)[CH:12]=2)[CH2:8][CH2:7]1, predict the reactants needed to synthesize it. The reactants are: [CH3:1][S:2]([OH:5])(=[O:4])=[O:3].[CH:6]1([NH:9][C:10](=[O:35])[C:11]2[CH:16]=[CH:15][C:14]([CH3:17])=[C:13]([N:18]3[C:27](=[O:28])[C:26]4[C:21](=[CH:22][CH:23]=[C:24]([CH2:29][CH2:30][CH2:31][N:32]([CH3:34])[CH3:33])[CH:25]=4)[N:20]=[CH:19]3)[CH:12]=2)[CH2:8][CH2:7]1. (5) Given the product [NH2:9][C@@H:8]([CH2:17][NH:18][C:34](=[O:36])[NH:20][C:21]1[CH:26]=[C:25]([Cl:27])[CH:24]=[C:23]([S:28]([OH:31])(=[O:30])=[O:29])[C:22]=1[OH:32])[C:7]([OH:6])=[O:19], predict the reactants needed to synthesize it. The reactants are: Cl.C([O:6][C:7](=[O:19])[C@H:8]([CH2:17][NH2:18])[NH:9]C(OC(C)(C)C)=O)(C)(C)C.[NH2:20][C:21]1[C:22]([OH:32])=[C:23]([S:28]([OH:31])(=[O:30])=[O:29])[CH:24]=[C:25]([Cl:27])[CH:26]=1.Cl[C:34](Cl)([O:36]C(=O)OC(Cl)(Cl)Cl)Cl.N1C=CC=CC=1. (6) The reactants are: C([O:8][C:9]1[CH:26]=[CH:25][C:24]2[C:23]3[C@H:14]([C@H:15]4[C@@:19]([CH2:21][C:22]=3[CH2:27]C=C)([CH3:20])[C@@H:18]([O:30]CC3C=CC=CC=3)[CH2:17][CH2:16]4)[CH2:13][CH2:12][C:11]=2[CH:10]=1)C1C=CC=CC=1.[F:38][C:39]([F:60])([C:56]([F:59])([F:58])[F:57])[CH2:40][CH2:41][CH2:42][CH:43]([CH2:49][CH2:50][CH2:51][CH2:52][CH2:53][CH:54]=[CH2:55])[C:44]([O:46]CC)=[O:45]. Given the product [OH:8][C:9]1[CH:26]=[CH:25][C:24]2[C@@H:23]3[C@H:14]([C@H:15]4[C@@:19]([CH2:21][C@@H:22]3[CH2:27][CH2:55][CH2:54][CH2:53][CH2:52][CH2:51][CH2:50][CH2:49][CH:43]([CH2:42][CH2:41][CH2:40][C:39]([F:38])([F:60])[C:56]([F:57])([F:58])[F:59])[C:44]([OH:46])=[O:45])([CH3:20])[C@@H:18]([OH:30])[CH2:17][CH2:16]4)[CH2:13][CH2:12][C:11]=2[CH:10]=1, predict the reactants needed to synthesize it.